From a dataset of Forward reaction prediction with 1.9M reactions from USPTO patents (1976-2016). Predict the product of the given reaction. Given the reactants [CH3:1][O:2][C:3]1[CH:22]=[CH:21][C:6]([CH2:7][C@@H:8]2[C:12]3=[N:13][C:14]4[CH:19]=[CH:18][CH:17]=[CH:16][C:15]=4[N:11]3[C:10](=[O:20])[NH:9]2)=[CH:5][CH:4]=1.[NH2:23][CH2:24][C:25]1[CH:30]=[CH:29][C:28]([CH2:31][N:32]([CH3:34])[CH3:33])=[CH:27][CH:26]=1.C(O)(C(F)(F)F)=O, predict the reaction product. The product is: [NH:13]1[C:14]2[CH:19]=[CH:18][CH:17]=[CH:16][C:15]=2[N:11]=[C:12]1[C@H:8]([NH:9][C:10]([NH:23][CH2:24][C:25]1[CH:30]=[CH:29][C:28]([CH2:31][N:32]([CH3:34])[CH3:33])=[CH:27][CH:26]=1)=[O:20])[CH2:7][C:6]1[CH:5]=[CH:4][C:3]([O:2][CH3:1])=[CH:22][CH:21]=1.